Dataset: Forward reaction prediction with 1.9M reactions from USPTO patents (1976-2016). Task: Predict the product of the given reaction. (1) Given the reactants [N+:1]([C:4]1[CH:12]=[CH:11][CH:10]=[C:9]2[C:5]=1[CH2:6][CH2:7][CH:8]2[N:13]1[CH2:18][CH2:17][N:16]([C:19]([O:21][CH3:22])=[O:20])[CH2:15][CH2:14]1)([O-])=O, predict the reaction product. The product is: [NH2:1][C:4]1[CH:12]=[CH:11][CH:10]=[C:9]2[C:5]=1[CH2:6][CH2:7][CH:8]2[N:13]1[CH2:14][CH2:15][N:16]([C:19]([O:21][CH3:22])=[O:20])[CH2:17][CH2:18]1. (2) The product is: [Cl:14][C:15]1[CH:24]=[CH:23][CH:22]=[CH:21][C:16]=1[O:17][CH2:18][CH2:19][NH:20][C:2]1[N:3]=[CH:4][C:5](/[CH:8]=[CH:9]/[C:10]([O:12][CH3:13])=[O:11])=[N:6][CH:7]=1. Given the reactants Cl[C:2]1[N:3]=[CH:4][C:5](/[CH:8]=[CH:9]/[C:10]([O:12][CH3:13])=[O:11])=[N:6][CH:7]=1.[Cl:14][C:15]1[CH:24]=[CH:23][CH:22]=[CH:21][C:16]=1[O:17][CH2:18][CH2:19][NH2:20].CCN(CC)CC.CCOC(C)=O, predict the reaction product. (3) The product is: [C:1]([CH2:3][NH:4][C:5]([CH:7]1[CH2:12][CH2:11][CH2:10][CH2:9][N:8]1[C:13]1[CH:14]=[C:15]([C:19]2[CH:24]=[CH:23][C:22]([N:25]3[CH2:26][CH2:27][NH:28][CH2:29][CH2:30]3)=[CH:21][CH:20]=2)[CH:16]=[CH:17][CH:18]=1)=[O:6])#[N:2]. Given the reactants [C:1]([CH2:3][NH:4][C:5]([CH:7]1[CH2:12][CH2:11][CH2:10][CH2:9][N:8]1[C:13]1[CH:14]=[C:15]([C:19]2[CH:24]=[CH:23][C:22]([N:25]3[CH2:30][CH2:29][N:28](C(OC(C)(C)C)=O)[CH2:27][CH2:26]3)=[CH:21][CH:20]=2)[CH:16]=[CH:17][CH:18]=1)=[O:6])#[N:2].CS(O)(=O)=O, predict the reaction product. (4) The product is: [CH:1]([N:14]1[CH2:15][CH2:16][N:17]([CH2:20][C:21]([OH:23])=[O:22])[CH2:18][CH2:19]1)([C:2]1[CH:7]=[CH:6][CH:5]=[CH:4][CH:3]=1)[C:8]1[CH:9]=[CH:10][CH:11]=[CH:12][CH:13]=1. Given the reactants [CH:1]([N:14]1[CH2:19][CH2:18][N:17]([CH2:20][C:21]([O:23]CC)=[O:22])[CH2:16][CH2:15]1)([C:8]1[CH:13]=[CH:12][CH:11]=[CH:10][CH:9]=1)[C:2]1[CH:7]=[CH:6][CH:5]=[CH:4][CH:3]=1.O[Li].O.O.O, predict the reaction product.